Dataset: Reaction yield outcomes from USPTO patents with 853,638 reactions. Task: Predict the reaction yield, written as a fraction of the theoretical maximum amount of product (1.0 means a 100% yield; for example, 0.34 means a 34% yield). The reactants are [Br:1][C:2]1[CH:3]=[C:4]2[C:11]3([C:15](=[O:16])[N:14]([CH3:17])[C:13](SC)=[N:12]3)[CH2:10][C:9]([CH3:26])([C:20]3[CH:25]=[CH:24][CH:23]=[CH:22][CH:21]=3)[O:8][C:5]2=[CH:6][CH:7]=1.[NH4+:27].[I-]. The catalyst is N.CCO. The product is [NH2:27][C:13]1[N:14]([CH3:17])[C:15](=[O:16])[C:11]2([C:4]3[C:5](=[CH:6][CH:7]=[C:2]([Br:1])[CH:3]=3)[O:8][C:9]([CH3:26])([C:20]3[CH:25]=[CH:24][CH:23]=[CH:22][CH:21]=3)[CH2:10]2)[N:12]=1. The yield is 0.180.